Dataset: Forward reaction prediction with 1.9M reactions from USPTO patents (1976-2016). Task: Predict the product of the given reaction. (1) Given the reactants [F:1][C:2]1[C:3]([CH:11]([OH:13])[CH3:12])=[N:4][CH:5]=[CH:6][C:7]=1[CH:8]([CH3:10])[CH3:9], predict the reaction product. The product is: [F:1][C:2]1[C:3]([C:11](=[O:13])[CH3:12])=[N:4][CH:5]=[CH:6][C:7]=1[CH:8]([CH3:10])[CH3:9]. (2) Given the reactants Cl.N1C=CC=CC=1.C[O:9][C:10]1[CH:15]=[CH:14][N:13]=[C:12]([NH:16][C:17]2[CH:24]=[CH:23][C:20]([C:21]#[N:22])=[CH:19][CH:18]=2)[N:11]=1, predict the reaction product. The product is: [OH:9][C:10]1[CH:15]=[CH:14][N:13]=[C:12]([NH:16][C:17]2[CH:24]=[CH:23][C:20]([C:21]#[N:22])=[CH:19][CH:18]=2)[N:11]=1. (3) Given the reactants C[O:2][C:3]1[CH:8]=[CH:7][C:6]([CH2:9][O:10][C:11]2[CH:16]=[CH:15][CH:14]=[CH:13][CH:12]=2)=[CH:5][N:4]=1.Br[CH2:18][C:19]1[CH:24]=[CH:23][C:22]([F:25])=[C:21]([F:26])[CH:20]=1, predict the reaction product. The product is: [F:26][C:21]1[CH:20]=[C:19]([CH:24]=[CH:23][C:22]=1[F:25])[CH2:18][N:4]1[CH:5]=[C:6]([CH2:9][O:10][C:11]2[CH:16]=[CH:15][CH:14]=[CH:13][CH:12]=2)[CH:7]=[CH:8][C:3]1=[O:2]. (4) Given the reactants C(OC([N:8]([CH2:31][C@@H:32]([C:41]1[CH:42]=[N:43][CH:44]=[CH:45][CH:46]=1)[O:33][Si](CC)(CC)CC)[C@H:9]([CH3:30])[CH2:10][C:11]1[C:19]2[C:14](=[C:15]([O:20][CH:21]([CH2:27][CH2:28][CH3:29])[C:22]([O:24]CC)=[O:23])[CH:16]=[CH:17][CH:18]=2)[NH:13][CH:12]=1)=O)(C)(C)C.Cl.O, predict the reaction product. The product is: [OH:33][C@H:32]([C:41]1[CH:42]=[N:43][CH:44]=[CH:45][CH:46]=1)[CH2:31][NH:8][C@H:9]([CH3:30])[CH2:10][C:11]1[C:19]2[C:14](=[C:15]([O:20][CH:21]([CH2:27][CH2:28][CH3:29])[C:22]([OH:24])=[O:23])[CH:16]=[CH:17][CH:18]=2)[NH:13][CH:12]=1. (5) Given the reactants [OH:1]OS([O-])=O.[K+].[O:7]=[C:8]([N:22]1[CH2:27][CH2:26][CH2:25][CH2:24][CH2:23]1)[CH:9]([C:14]1[CH:21]=[CH:20][C:17]([CH:18]=[O:19])=[CH:16][CH:15]=1)[CH2:10][CH2:11][CH2:12][CH3:13], predict the reaction product. The product is: [O:7]=[C:8]([N:22]1[CH2:27][CH2:26][CH2:25][CH2:24][CH2:23]1)[CH:9]([C:14]1[CH:15]=[CH:16][C:17]([C:18]([OH:1])=[O:19])=[CH:20][CH:21]=1)[CH2:10][CH2:11][CH2:12][CH3:13]. (6) Given the reactants [F:1][CH2:2][CH2:3][OH:4].[H-].[Na+].Cl[C:8]1[N:13]=[C:12]([C:14]2[S:15][C:16]3[CH:22]=[C:21]([O:23][CH3:24])[CH:20]=[CH:19][C:17]=3[CH:18]=2)[CH:11]=[CH:10][N:9]=1.O, predict the reaction product. The product is: [F:1][CH2:2][CH2:3][O:4][C:8]1[N:13]=[C:12]([C:14]2[S:15][C:16]3[CH:22]=[C:21]([O:23][CH3:24])[CH:20]=[CH:19][C:17]=3[CH:18]=2)[CH:11]=[CH:10][N:9]=1. (7) Given the reactants [Br:1][C:2]1[CH:7]=[CH:6][C:5]([C@H:8]2[N:11]([C:12]3[CH:17]=[CH:16][CH:15]=[CH:14][CH:13]=3)[C:10](=[O:18])[C@@H:9]2[CH2:19][CH2:20][C@H:21]([O:29][Si:30]([C:33]([CH3:36])([CH3:35])[CH3:34])([CH3:32])[CH3:31])[C:22]2[CH:27]=[CH:26][C:25]([F:28])=[CH:24][CH:23]=2)=[C:4]([OH:37])[CH:3]=1.[C:38](OC(=O)C)(=[O:40])[CH3:39], predict the reaction product. The product is: [C:38]([O:37][C:4]1[CH:3]=[C:2]([Br:1])[CH:7]=[CH:6][C:5]=1[C@@H:8]1[C@@H:9]([CH2:19][CH2:20][C@H:21]([O:29][Si:30]([C:33]([CH3:34])([CH3:36])[CH3:35])([CH3:32])[CH3:31])[C:22]2[CH:23]=[CH:24][C:25]([F:28])=[CH:26][CH:27]=2)[C:10](=[O:18])[N:11]1[C:12]1[CH:13]=[CH:14][CH:15]=[CH:16][CH:17]=1)(=[O:40])[CH3:39]. (8) Given the reactants [CH2:1]([C:4]1[S:5][C:6]2[C:15]3[CH:14]=[CH:13][CH:12]=[CH:11][C:10]=3[N:9]=[C:8]([NH2:16])[C:7]=2[N:17]=1)[CH2:2][CH3:3].[ClH:18], predict the reaction product. The product is: [ClH:18].[CH2:1]([C:4]1[S:5][C:6]2[C:15]3[CH:14]=[CH:13][CH:12]=[CH:11][C:10]=3[N:9]=[C:8]([NH2:16])[C:7]=2[N:17]=1)[CH2:2][CH3:3]. (9) Given the reactants [H-].[Na+].[CH3:3][CH:4]([CH2:7][OH:8])[CH2:5][OH:6].[CH2:9](Br)[C:10]1[CH:15]=[CH:14][CH:13]=[CH:12][CH:11]=1.[NH4+].[Cl-], predict the reaction product. The product is: [CH2:9]([O:6][CH2:5][CH:4]([CH3:3])[CH2:7][OH:8])[C:10]1[CH:15]=[CH:14][CH:13]=[CH:12][CH:11]=1. (10) Given the reactants [OH:1][C:2]1[CH:7]=[CH:6][C:5](C2C(OC)=CC=CC=2C(N)=O)=[CH:4][C:3]=1[C:19]1[N:23]([CH3:24])[N:22]=[CH:21][CH:20]=1.[C:38]1(P([C:38]2[CH:43]=[CH:42][CH:41]=[CH:40][CH:39]=2)[C:38]2[CH:43]=[CH:42][CH:41]=[CH:40][CH:39]=2)[CH:43]=[CH:42][CH:41]=[CH:40][CH:39]=1.N(C(OC(C)C)=O)=[N:45][C:46](OC(C)C)=[O:47].[O:58]1[CH2:63][CH2:62][N:61]([CH2:64][CH2:65]O)[CH2:60][CH2:59]1.[ClH:67].[O:68]1CCC[CH2:69]1, predict the reaction product. The product is: [Cl-:67].[CH3:69][O:68][C:42]1[CH:43]=[C:38]([CH:39]=[CH:40][CH:41]=1)[C:46]([NH:45][C:5]1[CH:6]=[CH:7][C:2]([O:1][CH2:65][CH2:64][NH+:61]2[CH2:60][CH2:59][O:58][CH2:63][CH2:62]2)=[C:3]([C:19]2[N:23]([CH3:24])[N:22]=[CH:21][CH:20]=2)[CH:4]=1)=[O:47].